Predict the reaction yield, written as a fraction of the theoretical maximum amount of product (1.0 means a 100% yield; for example, 0.34 means a 34% yield). From a dataset of Reaction yield outcomes from USPTO patents with 853,638 reactions. (1) The catalyst is [NH4+].[Cl-]. The yield is 0.890. The product is [CH2:8]([N:5]1[C:6]([B:16]2[O:20][C:19]([CH3:22])([CH3:21])[C:18]([CH3:24])([CH3:23])[O:17]2)=[CH:2][CH:3]=[N:4]1)[CH3:9]. The reactants are C[C:2]1[CH:3]=[N:4][NH:5][CH:6]=1.[Li][CH2:8][CH2:9]CC.C(O[B:16]1[O:20][C:19]([CH3:22])([CH3:21])[C:18]([CH3:24])([CH3:23])[O:17]1)(C)C. (2) The product is [C:34]([O:37][CH2:38][C:39]([NH:1][C:2]1[CH:7]=[CH:6][C:5]([S:8]([N:11]([C:14]2[CH:33]=[CH:32][C:17]3[N:18]([CH2:25][CH:26]4[CH2:31][CH2:30][O:29][CH2:28][CH2:27]4)[C:19]([C:21]([CH3:24])([CH3:22])[CH3:23])=[N:20][C:16]=3[CH:15]=2)[CH2:12][CH3:13])(=[O:10])=[O:9])=[CH:4][CH:3]=1)=[O:40])(=[O:36])[CH3:35]. The reactants are [NH2:1][C:2]1[CH:7]=[CH:6][C:5]([S:8]([N:11]([C:14]2[CH:33]=[CH:32][C:17]3[N:18]([CH2:25][CH:26]4[CH2:31][CH2:30][O:29][CH2:28][CH2:27]4)[C:19]([C:21]([CH3:24])([CH3:23])[CH3:22])=[N:20][C:16]=3[CH:15]=2)[CH2:12][CH3:13])(=[O:10])=[O:9])=[CH:4][CH:3]=1.[C:34]([O:37][CH2:38][C:39](Cl)=[O:40])(=[O:36])[CH3:35]. The yield is 0.900. The catalyst is CN(C1C=CN=CC=1)C.CC#N. (3) The product is [CH2:11]([O:13][C:14]([C:16]1[N:17]([CH:34]([CH3:35])[CH3:36])[C:18]([CH:9]=[O:10])=[C:19]([C:27]2[CH:28]=[CH:29][C:30]([F:33])=[CH:31][CH:32]=2)[C:20]=1[C:21]1[CH:26]=[CH:25][CH:24]=[CH:23][CH:22]=1)=[O:15])[CH3:12]. The catalyst is ClC(Cl)C. The reactants are O=P(Cl)(Cl)Cl.CN([CH:9]=[O:10])C.[CH2:11]([O:13][C:14]([C:16]1[N:17]([CH:34]([CH3:36])[CH3:35])[CH:18]=[C:19]([C:27]2[CH:32]=[CH:31][C:30]([F:33])=[CH:29][CH:28]=2)[C:20]=1[C:21]1[CH:26]=[CH:25][CH:24]=[CH:23][CH:22]=1)=[O:15])[CH3:12]. The yield is 0.660. (4) The reactants are [CH:1]([C:3]1[CH:4]=[C:5]2[C:10](=[CH:11][CH:12]=1)[C:9](=[O:13])[NH:8][N:7]=[CH:6]2)=[CH2:2].C([O-])([O-])=O.[Cs+].[Cs+].Br[CH2:21][C:22]([O:24][CH2:25][CH3:26])=[O:23]. The catalyst is CN(C=O)C. The product is [O:13]=[C:9]1[C:10]2[C:5](=[CH:4][C:3]([CH:1]=[CH2:2])=[CH:12][CH:11]=2)[CH:6]=[N:7][N:8]1[CH2:21][C:22]([O:24][CH2:25][CH3:26])=[O:23]. The yield is 0.450. (5) The reactants are [N:1]1[CH:6]=[CH:5][CH:4]=[CH:3][C:2]=1[C:7]1[CH:8]=[CH:9][C:10]2[C:11]3[N:25](C4CCCCO4)[NH:24][CH2:23][C:12]=3[C:13](=[O:22])[N:14]([CH2:17][C:18]([F:21])([F:20])[F:19])[C:15]=2[CH:16]=1.N1C=CC=CC=1C1C=CC2C3C(=CN(C4CCCCO4)N=3)C(=O)N(CC(F)(F)F)C=2C=1.Cl.O1CCOCC1. The catalyst is C(Cl)Cl. The product is [N:1]1[CH:6]=[CH:5][CH:4]=[CH:3][C:2]=1[C:7]1[CH:8]=[CH:9][C:10]2[C:11]3[NH:25][N:24]=[CH:23][C:12]=3[C:13](=[O:22])[N:14]([CH2:17][C:18]([F:20])([F:19])[F:21])[C:15]=2[CH:16]=1. The yield is 1.00.